Predict which catalyst facilitates the given reaction. From a dataset of Catalyst prediction with 721,799 reactions and 888 catalyst types from USPTO. (1) Reactant: [I:1][C:2]1[CH:3]=[C:4]([CH2:21][CH2:22][OH:23])[CH:5]=[CH:6][C:7]=1[O:8][CH:9]1[CH2:14][O:13][CH:12]([C:15]2[CH:20]=[CH:19][CH:18]=[CH:17][CH:16]=2)[O:11][CH2:10]1.N1C=CN=C1.[Si:29](Cl)([C:32]([CH3:35])([CH3:34])[CH3:33])([CH3:31])[CH3:30]. Product: [C:32]([Si:29]([O:23][CH2:22][CH2:21][C:4]1[CH:5]=[CH:6][C:7]([O:8][CH:9]2[CH2:10][O:11][CH:12]([C:15]3[CH:20]=[CH:19][CH:18]=[CH:17][CH:16]=3)[O:13][CH2:14]2)=[C:2]([I:1])[CH:3]=1)([CH3:31])[CH3:30])([CH3:35])([CH3:34])[CH3:33]. The catalyst class is: 3. (2) Reactant: [CH2:1]([N:9]1[CH:13]=[N:12][N:11]=[N:10]1)[CH2:2][CH2:3][CH2:4][CH2:5][CH2:6][CH2:7][CH3:8].[OH-].[Na+].[I:16]I. Product: [CH2:1]([N:9]1[C:13]([I:16])=[N:12][N:11]=[N:10]1)[CH2:2][CH2:3][CH2:4][CH2:5][CH2:6][CH2:7][CH3:8]. The catalyst class is: 11. (3) Reactant: [C:1]([NH:5][C:6]([C:8]1[C:16]2[C:11](=[N:12][CH:13]=[C:14]([C:17]3[C:25]4[C:20](=[CH:21][C:22]([F:26])=[CH:23][CH:24]=4)[N:19]([CH2:27][C:28]([N:30]4[CH2:35][CH2:34][O:33][CH2:32][CH2:31]4)=[O:29])[N:18]=3)[N:15]=2)[N:10](COCC[Si](C)(C)C)[CH:9]=1)=[O:7])([CH3:4])([CH3:3])[CH3:2].FC(F)(F)C(O)=O.C(N)CN. Product: [C:1]([NH:5][C:6]([C:8]1[C:16]2[C:11](=[N:12][CH:13]=[C:14]([C:17]3[C:25]4[C:20](=[CH:21][C:22]([F:26])=[CH:23][CH:24]=4)[N:19]([CH2:27][C:28]([N:30]4[CH2:35][CH2:34][O:33][CH2:32][CH2:31]4)=[O:29])[N:18]=3)[N:15]=2)[NH:10][CH:9]=1)=[O:7])([CH3:4])([CH3:2])[CH3:3]. The catalyst class is: 4. (4) Reactant: [F:1][C:2]1[CH:3]=[C:4]2C(=[CH:9][CH:10]=1)NC(=O)[C:5]2=[N:12][N:13]=CC1(C)CC(C)(C(O)=O)CN1.Cl.C(N=C=NCCCN(C)C)C.[OH:37][C:38]1C2N=NNC=2[CH:41]=[CH:40][CH:39]=1.C([N:49]([CH2:52][CH3:53])[CH2:50][CH3:51])C.[NH2:54][C:55]1[CH:60]=[C:59]([F:61])[CH:58]=[CH:57][C:56]=1[NH:62][C:63](=[O:74])[C:64]1[CH:69]=[CH:68][C:67]([NH:70][CH2:71][CH2:72][NH2:73])=[N:66][CH:65]=1.[CH3:75][N:76]([CH:78]=[O:79])C. Product: [NH2:54][C:55]1[CH:60]=[C:59]([F:61])[CH:58]=[CH:57][C:56]=1[NH:62][C:63](=[O:74])[C:64]1[CH:69]=[CH:68][C:67]([NH:70][CH2:71][CH2:72][NH:73][C:38]([C:39]2[C:40]([CH3:41])=[C:52]([CH:53]=[N:13][N:12]=[C:5]3[C:4]4[C:75](=[CH:9][CH:10]=[C:2]([F:1])[CH:3]=4)[NH:76][C:78]3=[O:79])[NH:49][C:50]=2[CH3:51])=[O:37])=[N:66][CH:65]=1. The catalyst class is: 170. (5) Reactant: [Cl:1][C:2]1[CH:3]=[C:4]([CH2:13][CH:14]([NH:18][CH:19]=O)[CH:15]([CH3:17])[CH3:16])[CH:5]=[C:6]([O:8][CH2:9][CH2:10][O:11][CH3:12])[CH:7]=1.O=P(Cl)(Cl)Cl.[NH4+].[OH-]. Product: [Cl:1][C:2]1[CH:7]=[C:6]([O:8][CH2:9][CH2:10][O:11][CH3:12])[CH:5]=[C:4]2[C:3]=1[CH:19]=[N:18][CH:14]([CH:15]([CH3:16])[CH3:17])[CH2:13]2. The catalyst class is: 34.